From a dataset of Reaction yield outcomes from USPTO patents with 853,638 reactions. Predict the reaction yield, written as a fraction of the theoretical maximum amount of product (1.0 means a 100% yield; for example, 0.34 means a 34% yield). (1) The reactants are [C:1]1([S:7]([N:10]2[C:18]3[C:13](=[CH:14][CH:15]=[CH:16][CH:17]=3)[C:12](I)=[CH:11]2)(=[O:9])=[O:8])[CH:6]=[CH:5][CH:4]=[CH:3][CH:2]=1.[S:20]1[CH:24]=[CH:23][CH:22]=[C:21]1B(O)O.C([O-])([O-])=O.[K+].[K+].C(N1C2C(=CC=CC=2)C=C1C1C=COC=1)C1C=CC=CC=1. The product is [C:1]1([S:7]([N:10]2[C:18]3[C:13](=[CH:14][CH:15]=[CH:16][CH:17]=3)[CH:12]=[C:11]2[C:22]2[CH:23]=[CH:24][S:20][CH:21]=2)(=[O:9])=[O:8])[CH:6]=[CH:5][CH:4]=[CH:3][CH:2]=1. The catalyst is C1(C)C=CC=CC=1.C1C=CC([P]([Pd]([P](C2C=CC=CC=2)(C2C=CC=CC=2)C2C=CC=CC=2)([P](C2C=CC=CC=2)(C2C=CC=CC=2)C2C=CC=CC=2)[P](C2C=CC=CC=2)(C2C=CC=CC=2)C2C=CC=CC=2)(C2C=CC=CC=2)C2C=CC=CC=2)=CC=1. The yield is 0.750. (2) The reactants are [CH3:1][S:2]([C:5]1[CH:6]=[C:7]([C:11]2[S:15][C:14]([C:16]3[N:20]([C:21]4[CH:22]=[C:23]([CH:25]=[CH:26][CH:27]=4)[NH2:24])[N:19]=[C:18]([C:28]([F:31])([F:30])[F:29])[CH:17]=3)=[CH:13][CH:12]=2)[CH:8]=[CH:9][CH:10]=1)(=[O:4])=[O:3].C[Si]([N:36]=[C:37]=[O:38])(C)C.C(N(CC)CC)C.[F-].C([N+](CCCC)(CCCC)CCCC)CCC. The catalyst is C(Cl)Cl.C1COCC1. The product is [CH3:1][S:2]([C:5]1[CH:6]=[C:7]([C:11]2[S:15][C:14]([C:16]3[N:20]([C:21]4[CH:22]=[C:23]([NH:24][C:37]([NH2:36])=[O:38])[CH:25]=[CH:26][CH:27]=4)[N:19]=[C:18]([C:28]([F:31])([F:29])[F:30])[CH:17]=3)=[CH:13][CH:12]=2)[CH:8]=[CH:9][CH:10]=1)(=[O:4])=[O:3]. The yield is 0.490.